From a dataset of Full USPTO retrosynthesis dataset with 1.9M reactions from patents (1976-2016). Predict the reactants needed to synthesize the given product. (1) Given the product [OH:19][C:3]([C:4]1[N:5]=[CH:6][C:7]([C:40]2[CH:45]=[CH:44][C:43]([C:46]([CH3:49])([CH3:50])[C:47]#[N:48])=[CH:42][C:41]=2[CH3:51])=[CH:8][CH:9]=1)([C:29]1[C:30]([O:35][CH3:36])=[N:31][CH:32]=[N:33][CH:34]=1)[C:2]([CH3:37])([CH3:38])[CH3:1], predict the reactants needed to synthesize it. The reactants are: [CH3:1][C:2]([CH3:38])([CH3:37])[C:3]([C:29]1[C:30]([O:35][CH3:36])=[N:31][CH:32]=[N:33][CH:34]=1)([O:19]B1OC(C)(C)C(C)(C)O1)[C:4]1[CH:9]=[CH:8][C:7](B2OC(C)(C)C(C)(C)O2)=[CH:6][N:5]=1.Br[C:40]1[CH:45]=[CH:44][C:43]([C:46]([CH3:50])([CH3:49])[C:47]#[N:48])=[CH:42][C:41]=1[CH3:51].[F-].[Cs+].CCO. (2) Given the product [C:1]([O:5][C:6](=[O:19])[NH:7][C:8]1[CH:13]=[C:12]([N:14]([CH3:16])[CH3:15])[C:11]([Cl:17])=[CH:10][C:9]=1[NH:18][C:25](=[O:24])[CH2:26][C:27]([C:29]1[CH:34]=[CH:33][CH:32]=[C:31]([C:35]2[O:39][N:38]=[C:37]([CH3:40])[CH:36]=2)[CH:30]=1)=[O:28])([CH3:4])([CH3:2])[CH3:3], predict the reactants needed to synthesize it. The reactants are: [C:1]([O:5][C:6](=[O:19])[NH:7][C:8]1[CH:13]=[C:12]([N:14]([CH3:16])[CH3:15])[C:11]([Cl:17])=[CH:10][C:9]=1[NH2:18])([CH3:4])([CH3:3])[CH3:2].C([O:24][C:25](=O)[CH2:26][C:27]([C:29]1[CH:34]=[CH:33][CH:32]=[C:31]([C:35]2[O:39][N:38]=[C:37]([CH3:40])[CH:36]=2)[CH:30]=1)=[O:28])(C)(C)C.